From a dataset of Forward reaction prediction with 1.9M reactions from USPTO patents (1976-2016). Predict the product of the given reaction. (1) Given the reactants F[C:2](F)(F)[CH2:3][CH2:4][C:5]([N:7]([CH3:28])[S:8]([N:11]1[C:16]2([CH2:18][CH2:17]2)[CH2:15][N:14]([C:19]2[C:20]3[CH:27]=[CH:26][NH:25][C:21]=3[N:22]=[CH:23][N:24]=2)[CH2:13][CH2:12]1)(=[O:10])=[O:9])=[O:6].[CH:31]1(C(Cl)=O)CCC[CH2:32]1.CCN(CC)CC.O=S1(=O)CCC(C(Cl)=O)C1, predict the reaction product. The product is: [CH3:28][N:7]([S:8]([N:11]1[C:16]2([CH2:18][CH2:17]2)[CH2:15][N:14]([C:19]2[C:20]3[CH:27]=[CH:26][NH:25][C:21]=3[N:22]=[CH:23][N:24]=2)[CH2:13][CH2:12]1)(=[O:10])=[O:9])[C:5]([CH:4]1[CH2:32][CH2:31][CH2:2][CH2:3]1)=[O:6]. (2) Given the reactants [BH4-].[Na+].[Br:3][C:4]1[CH:22]=[N:21][C:7]2[N:8]=[C:9]([N:15]3[CH2:18][CH:17]([NH:19][CH3:20])[CH2:16]3)[C:10]3[N:11]([CH:12]=[N:13][N:14]=3)[C:6]=2[CH:5]=1.[CH2:23]=O.CO, predict the reaction product. The product is: [Br:3][C:4]1[CH:22]=[N:21][C:7]2[N:8]=[C:9]([N:15]3[CH2:18][CH:17]([N:19]([CH3:23])[CH3:20])[CH2:16]3)[C:10]3[N:11]([CH:12]=[N:13][N:14]=3)[C:6]=2[CH:5]=1.